This data is from Reaction yield outcomes from USPTO patents with 853,638 reactions. The task is: Predict the reaction yield, written as a fraction of the theoretical maximum amount of product (1.0 means a 100% yield; for example, 0.34 means a 34% yield). (1) The reactants are [C:1]1([SH:7])[CH:6]=[CH:5][CH:4]=[CH:3][CH:2]=1.[H-].[Na+].[NH2:10][C:11]1[C:12]([C:18]([NH:20][C:21]2[CH:26]=[CH:25][CH:24]=[CH:23][CH:22]=2)=[O:19])=[N:13][C:14](Br)=[CH:15][N:16]=1. The catalyst is CN(C=O)C. The product is [NH2:10][C:11]1[C:12]([C:18]([NH:20][C:21]2[CH:22]=[CH:23][CH:24]=[CH:25][CH:26]=2)=[O:19])=[N:13][C:14]([S:7][C:1]2[CH:6]=[CH:5][CH:4]=[CH:3][CH:2]=2)=[CH:15][N:16]=1. The yield is 0.310. (2) The product is [S:26]1[CH:30]=[CH:29][C:28]([CH2:31][C:32]([NH:1][C:2]2[CH:3]=[C:4]([C:8]3[C:16]4[C:11](=[CH:12][CH:13]=[C:14]([C:17]([NH2:19])=[O:18])[CH:15]=4)[NH:10][N:9]=3)[CH:5]=[CH:6][CH:7]=2)=[O:33])=[CH:27]1. The yield is 0.0500. No catalyst specified. The reactants are [NH2:1][C:2]1[CH:3]=[C:4]([C:8]2[C:16]3[C:11](=[CH:12][CH:13]=[C:14]([C:17]([NH2:19])=[O:18])[CH:15]=3)[N:10](C3CCCCO3)[N:9]=2)[CH:5]=[CH:6][CH:7]=1.[S:26]1[CH:30]=[CH:29][C:28]([CH2:31][C:32](O)=[O:33])=[CH:27]1.CCN=C=NCCCN(C)C. (3) The reactants are [CH2:1]([O:3][C:4](=[O:15])/[CH:5]=[C:6](/[O:8][C:9]1[CH:14]=[CH:13][CH:12]=[CH:11][CH:10]=1)\[CH3:7])[CH3:2].[Br:16]N1C(=O)CCC1=O.C(OOC(=O)C1C=CC=CC=1)(=O)C1C=CC=CC=1. The catalyst is C(Cl)(Cl)(Cl)Cl. The product is [CH2:1]([O:3][C:4](=[O:15])/[CH:5]=[C:6](/[O:8][C:9]1[CH:14]=[CH:13][CH:12]=[CH:11][CH:10]=1)\[CH2:7][Br:16])[CH3:2]. The yield is 0.740. (4) The reactants are [C:1]1([C@H:7]([NH:9][C:10]2[CH2:15][CH2:14][N:13]([C:16]([O:18][C:19]([CH3:22])([CH3:21])[CH3:20])=[O:17])[CH2:12][C:11]=2[C:23]([O:25][CH2:26][CH3:27])=[O:24])[CH3:8])[CH:6]=[CH:5][CH:4]=[CH:3][CH:2]=1.C(#N)C.[BH-](OC(C)=O)(OC(C)=O)OC(C)=O.[Na+]. The catalyst is C(O)(=O)C. The product is [C:1]1([C@H:7]([NH:9][C@@H:10]2[CH2:15][CH2:14][N:13]([C:16]([O:18][C:19]([CH3:22])([CH3:20])[CH3:21])=[O:17])[CH2:12][C@@H:11]2[C:23]([O:25][CH2:26][CH3:27])=[O:24])[CH3:8])[CH:6]=[CH:5][CH:4]=[CH:3][CH:2]=1. The yield is 0.410. (5) The reactants are [Br:1][C:2]1[CH:3]=[CH:4][C:5]2[O:9][C:8]([CH3:10])=[C:7]([O:11]C(=O)C)[C:6]=2[CH:15]=1.Cl. The catalyst is CO. The product is [Br:1][C:2]1[CH:3]=[CH:4][C:5]2[O:9][CH:8]([CH3:10])[C:7](=[O:11])[C:6]=2[CH:15]=1. The yield is 0.920. (6) The reactants are C([O:3][C:4](=[O:48])[CH2:5][CH2:6][CH2:7][O:8][C:9]1[CH:14]=[CH:13][CH:12]=[C:11]([CH2:15][CH2:16][CH2:17][CH2:18][CH2:19][CH2:20][O:21][C:22]2[CH:23]=[C:24]([C:34]3[CH:39]=[CH:38][C:37]([F:40])=[CH:36][CH:35]=3)[CH:25]=[C:26]([S:28]([CH2:31][CH2:32][CH3:33])(=[O:30])=[O:29])[CH:27]=2)[C:10]=1[CH2:41][CH2:42][C:43]([O:45]CC)=[O:44])C.[OH-].[Na+]. No catalyst specified. The product is [C:43]([CH2:42][CH2:41][C:10]1[C:11]([CH2:15][CH2:16][CH2:17][CH2:18][CH2:19][CH2:20][O:21][C:22]2[CH:23]=[C:24]([C:34]3[CH:35]=[CH:36][C:37]([F:40])=[CH:38][CH:39]=3)[CH:25]=[C:26]([S:28]([CH2:31][CH2:32][CH3:33])(=[O:29])=[O:30])[CH:27]=2)=[CH:12][CH:13]=[CH:14][C:9]=1[O:8][CH2:7][CH2:6][CH2:5][C:4]([OH:48])=[O:3])([OH:45])=[O:44]. The yield is 0.870. (7) The reactants are [CH3:1][C:2]1[N:3]=[CH:4][N:5](C(C2C=CC=CC=2)(C2C=CC=CC=2)C2C=CC=CC=2)[C:6]=1[CH:7]([C:9]1[CH:10]=[CH:11][CH:12]=[C:13]2[C:18]=1[N:17]=[CH:16][CH:15]=[CH:14]2)O.[OH-].[Na+]. The catalyst is I.C(Cl)(Cl)Cl.C(O)(C)C. The product is [CH3:1][C:2]1[NH:3][CH:4]=[N:5][C:6]=1[CH2:7][C:9]1[CH:10]=[CH:11][CH:12]=[C:13]2[C:18]=1[N:17]=[CH:16][CH:15]=[CH:14]2. The yield is 0.710.